This data is from Experimentally validated miRNA-target interactions with 360,000+ pairs, plus equal number of negative samples. The task is: Binary Classification. Given a miRNA mature sequence and a target amino acid sequence, predict their likelihood of interaction. (1) The miRNA is hsa-miR-4296 with sequence AUGUGGGCUCAGGCUCA. The protein sequence of the target gene is MLVLPSPCPQPLAFSSVETMEGPPRRTCRSPEPGPSSSIGSPQASSPPRPNHYLLIDTQGVPYTVLVDEESQREPGASGAPGQKKCYSCPVCSRVFEYMSYLQRHSITHSEVKPFECDICGKAFKRASHLARHHSIHLAGGGRPHGCPLCPRRFRDAGELAQHSRVHSGERPFQCPHCPRRFMEQNTLQKHTRWKHP. Result: 1 (interaction). (2) The miRNA is hsa-miR-372-5p with sequence CCUCAAAUGUGGAGCACUAUUCU. The protein sequence of the target gene is MTPARGSALSLALLLVALAADLAAGLKCVCLLCDSSNFTCQTEGACWASVMLTNGKEQVIKSCVSLPELNAQVFCHSSNNVTKTECCFTDFCNNITLHLPTASPNAPRLGPTELTVVITVPVCLLSIAAMLTIWACQDRQCTYRKTKRHNVEEALAEYSLVNAGKTLKDLIYDATASGSGSGLPLLVQRTIARTIVLQEIVGKGRFGEVWHGRWCGEDVAVKIFSSRDERSWFREAEIYQTVMLRHENILGFIAADNKDNGTWTQLWLVSEYHEQGSLYDYLNRNIVTVAGMVKLALSIA.... Result: 0 (no interaction).